This data is from Reaction yield outcomes from USPTO patents with 853,638 reactions. The task is: Predict the reaction yield, written as a fraction of the theoretical maximum amount of product (1.0 means a 100% yield; for example, 0.34 means a 34% yield). (1) The reactants are [Br:1][C:2]1[N:7]=[C:6]2[S:8][C:9]([N:11]=[C:12](SC)SC)=[N:10][C:5]2=[N:4][CH:3]=1.Cl.Cl.[NH2:19][CH2:20][C@@:21]1([OH:29])[CH:26]2[CH2:27][CH2:28][N:23]([CH2:24][CH2:25]2)[CH2:22]1.C(=O)([O-])[O-].[Cs+].[Cs+]. The catalyst is C(#N)C.O. The product is [Br:1][C:2]1[N:7]=[C:6]2[S:8][C:9]([NH:11][C:12]3[O:29][C@:21]4([CH2:20][N:19]=3)[CH:26]3[CH2:27][CH2:28][N:23]([CH2:24][CH2:25]3)[CH2:22]4)=[N:10][C:5]2=[N:4][CH:3]=1. The yield is 0.570. (2) The reactants are Cl.C(OC([NH:9][C@@H:10]([CH2:16][C:17]1[CH:22]=[CH:21][CH:20]=[CH:19][CH:18]=1)[C@H:11]([OH:15])[C:12]([OH:14])=[O:13])=O)(C)(C)C. The catalyst is C(Cl)Cl. The product is [NH2:9][C@@H:10]([CH2:16][C:17]1[CH:22]=[CH:21][CH:20]=[CH:19][CH:18]=1)[C@H:11]([OH:15])[C:12]([OH:14])=[O:13]. The yield is 1.00. (3) The reactants are Cl.[Cl:2][C:3]1[CH:4]=[C:5]([C:13]2[O:17][N:16]=[C:15]([C:18]3[C:28]4[CH2:27][CH2:26][NH:25][CH2:24][CH2:23][C:22]=4[CH:21]=[CH:20][CH:19]=3)[N:14]=2)[CH:6]=[CH:7][C:8]=1[O:9][CH:10]([CH3:12])[CH3:11].C(=O)([O-])[O-].[K+].[K+].Br[CH2:36][C:37]([O:39][C:40]([CH3:43])([CH3:42])[CH3:41])=[O:38]. The catalyst is C(Cl)Cl. The product is [Cl:2][C:3]1[CH:4]=[C:5]([C:13]2[O:17][N:16]=[C:15]([C:18]3[C:28]4[CH2:27][CH2:26][N:25]([CH2:36][C:37]([O:39][C:40]([CH3:43])([CH3:42])[CH3:41])=[O:38])[CH2:24][CH2:23][C:22]=4[CH:21]=[CH:20][CH:19]=3)[N:14]=2)[CH:6]=[CH:7][C:8]=1[O:9][CH:10]([CH3:11])[CH3:12]. The yield is 0.920. (4) The yield is 0.647. The product is [OH:28][C@@H:23]1[CH2:24][CH2:25][CH2:26][CH2:27][C@H:22]1[NH:21][C:2]1[N:3]([CH3:19])[C:4](=[O:18])[C:5]2[C:10]([NH:11][C:12]3[CH:17]=[CH:16][CH:15]=[CH:14][CH:13]=3)=[N:9][NH:8][C:6]=2[N:7]=1. The catalyst is CN(C=O)C. The reactants are Cl[C:2]1[N:3]([CH3:19])[C:4](=[O:18])[C:5]2[C:10]([NH:11][C:12]3[CH:17]=[CH:16][CH:15]=[CH:14][CH:13]=3)=[N:9][NH:8][C:6]=2[N:7]=1.Cl.[NH2:21][C@@H:22]1[CH2:27][CH2:26][CH2:25][CH2:24][C@H:23]1[OH:28].CCN(C(C)C)C(C)C.